From a dataset of Reaction yield outcomes from USPTO patents with 853,638 reactions. Predict the reaction yield, written as a fraction of the theoretical maximum amount of product (1.0 means a 100% yield; for example, 0.34 means a 34% yield). (1) The reactants are [CH:1]([OH:4])([CH3:3])[CH3:2].[F:5][C:6]1[CH:7]=[C:8]([NH:13][C:14]([C:16]2[CH:17]=[C:18]([S:23](Cl)(=[O:25])=[O:24])[CH:19]=[CH:20][C:21]=2[F:22])=[O:15])[CH:9]=[CH:10][C:11]=1[F:12]. The catalyst is N1C=CC=CC=1. The product is [F:5][C:6]1[CH:7]=[C:8]([NH:13][C:14]([C:16]2[CH:17]=[C:18]([S:23]([O:4][CH:1]([CH3:3])[CH3:2])(=[O:25])=[O:24])[CH:19]=[CH:20][C:21]=2[F:22])=[O:15])[CH:9]=[CH:10][C:11]=1[F:12]. The yield is 0.420. (2) The reactants are [NH:1]1[CH:5]=[C:4]([C:6]2[O:7][C:8]3[CH:28]=[C:27]([O:29][CH3:30])[CH:26]=[CH:25][C:9]=3[C:10]=2[C:11]([C:13]2[CH:18]=[C:17]([O:19][CH3:20])[C:16]([O:21][CH3:22])=[C:15]([O:23][CH3:24])[CH:14]=2)=[O:12])[N:3]=[CH:2]1.[H-].[Na+].[CH3:33]I. The catalyst is C1COCC1. The product is [CH3:33][N:1]1[CH:5]=[C:4]([C:6]2[O:7][C:8]3[CH:28]=[C:27]([O:29][CH3:30])[CH:26]=[CH:25][C:9]=3[C:10]=2[C:11]([C:13]2[CH:18]=[C:17]([O:19][CH3:20])[C:16]([O:21][CH3:22])=[C:15]([O:23][CH3:24])[CH:14]=2)=[O:12])[N:3]=[CH:2]1. The yield is 0.580. (3) The reactants are [C:1]([C:3]1[C:4](C)([OH:10])[NH:5][CH:6]=[CH:7][C:8]=1[CH3:9])#[N:2].[CH3:12]O. The catalyst is [Ni].N. The product is [NH2:2][CH2:1][C:3]1[C:4](=[O:10])[NH:5][C:6]([CH3:12])=[CH:7][C:8]=1[CH3:9]. The yield is 1.00. (4) The reactants are C1COCC1.O.[CH3:7][O:8][C:9](=[O:32])[C:10]1[CH:15]=[C:14](OS(C(F)(F)F)(=O)=O)[CH:13]=[C:12]([O:24][CH2:25][C:26]2[CH:31]=[CH:30][CH:29]=[CH:28][CH:27]=2)[CH:11]=1.[C:33]1(B(O)O)[CH:38]=[CH:37][CH:36]=[CH:35][CH:34]=1.C(=O)([O-])[O-].[K+].[K+]. The catalyst is C(OCC)C.C1C=CC([P]([Pd]([P](C2C=CC=CC=2)(C2C=CC=CC=2)C2C=CC=CC=2)([P](C2C=CC=CC=2)(C2C=CC=CC=2)C2C=CC=CC=2)[P](C2C=CC=CC=2)(C2C=CC=CC=2)C2C=CC=CC=2)(C2C=CC=CC=2)C2C=CC=CC=2)=CC=1. The product is [CH3:7][O:8][C:9]([C:10]1[CH:15]=[C:14]([C:33]2[CH:38]=[CH:37][CH:36]=[CH:35][CH:34]=2)[CH:13]=[C:12]([O:24][CH2:25][C:26]2[CH:31]=[CH:30][CH:29]=[CH:28][CH:27]=2)[CH:11]=1)=[O:32]. The yield is 0.900.